This data is from Forward reaction prediction with 1.9M reactions from USPTO patents (1976-2016). The task is: Predict the product of the given reaction. Given the reactants [CH:1]1([N:6]2[CH2:12][C:11]([F:14])([F:13])[C:10](=[O:15])[N:9]([CH3:16])[C:8]3[CH:17]=[N:18][C:19]([NH:21][C:22]4[CH:30]=[CH:29][C:25]([C:26](O)=[O:27])=[CH:24][C:23]=4[O:31][CH3:32])=[N:20][C:7]2=3)[CH2:5][CH2:4][CH2:3][CH2:2]1.[CH:33]1([NH2:36])[CH2:35][CH2:34]1.F[P-](F)(F)(F)(F)F.CN(C(N(C)C)=[N+]1C2C(=NC=CC=2)[N+]([O-])=N1)C.C(N(C(C)C)CC)(C)C, predict the reaction product. The product is: [CH:1]1([N:6]2[CH2:12][C:11]([F:13])([F:14])[C:10](=[O:15])[N:9]([CH3:16])[C:8]3[CH:17]=[N:18][C:19]([NH:21][C:22]4[CH:30]=[CH:29][C:25]([C:26]([NH:36][CH:33]5[CH2:35][CH2:34]5)=[O:27])=[CH:24][C:23]=4[O:31][CH3:32])=[N:20][C:7]2=3)[CH2:2][CH2:3][CH2:4][CH2:5]1.